From a dataset of Full USPTO retrosynthesis dataset with 1.9M reactions from patents (1976-2016). Predict the reactants needed to synthesize the given product. Given the product [C:1]([O:9][CH2:20][C:19]#[CH:18])(=[O:8])[C:2]1[CH:7]=[CH:6][CH:5]=[CH:4][CH:3]=1, predict the reactants needed to synthesize it. The reactants are: [C:1]([O-:9])(=[O:8])[C:2]1[CH:7]=[CH:6][CH:5]=[CH:4][CH:3]=1.N1CCOCC1.C=O.[C:18](O)(=O)[C:19]1C=CC=C[CH:20]=1.C(O)(=O)C.C.